Dataset: Forward reaction prediction with 1.9M reactions from USPTO patents (1976-2016). Task: Predict the product of the given reaction. Given the reactants [C:1]([C:3]1[C:8]([C:9]2[N:13]([S:14]([C:17]3[O:18][CH:19]=[CH:20][CH:21]=3)(=[O:16])=[O:15])[CH:12]=[C:11]([CH2:22][N:23](C)[C:24](=O)OC(C)(C)C)[CH:10]=2)=[CH:7][CH:6]=[CH:5][N:4]=1)#[N:2].C(OCC)(=O)C.[ClH:38], predict the reaction product. The product is: [ClH:38].[O:18]1[CH:19]=[CH:20][CH:21]=[C:17]1[S:14]([N:13]1[CH:12]=[C:11]([CH2:22][NH:23][CH3:24])[CH:10]=[C:9]1[C:8]1[C:3]([C:1]#[N:2])=[N:4][CH:5]=[CH:6][CH:7]=1)(=[O:16])=[O:15].